This data is from Catalyst prediction with 721,799 reactions and 888 catalyst types from USPTO. The task is: Predict which catalyst facilitates the given reaction. (1) Reactant: [CH3:1][O:2][C:3]([C:5]1[CH:24]=[CH:23][C:8]([CH2:9][N:10]2[CH2:15][CH2:14][N:13](C(OC(C)(C)C)=O)[CH2:12][CH2:11]2)=[CH:7][CH:6]=1)=[O:4]. Product: [N:10]1([CH2:9][C:8]2[CH:23]=[CH:24][C:5]([C:3]([O:2][CH3:1])=[O:4])=[CH:6][CH:7]=2)[CH2:15][CH2:14][NH:13][CH2:12][CH2:11]1. The catalyst class is: 617. (2) Reactant: [CH:1]1[CH:2]=[CH:3][C:4]([CH:7]([N:15]2[CH2:20][CH2:19][N:18]([CH2:21][CH2:22][O:23][CH2:24][C:25]([OH:27])=[O:26])[CH2:17][CH2:16]2)[C:8]2[CH:9]=[CH:10][C:11]([Cl:14])=[CH:12][CH:13]=2)=[CH:5][CH:6]=1.Cl.Cl.C(O)[C@H]1O[C@@H]2O[C@H]3[C@H](O)[C@@H](O)[C@@H](O[C@H]4[C@H](O)[C@@H](O)[C@@H](O[C@H]5[C@H](O)[C@@H](O)[C@@H](O[C@H]6[C@H](O)[C@@H](O)[C@@H](O[C@H]7[C@H](O)[C@@H](O)[C@@H](O[C@H]8[C@H](O)[C@@H](O)[C@@H](O[C@H]1[C@H](O)[C@H]2O)O[C@@H]8CO)O[C@@H]7CO)O[C@@H]6CO)O[C@@H]5CO)O[C@@H]4CO)O[C@@H]3CO.C([O-])(=O)CCC([O-])=O.[Na+].[Na+]. Product: [CH:1]1[CH:2]=[CH:3][C:4]([CH:7]([N:15]2[CH2:20][CH2:19][N:18]([CH2:21][CH2:22][O:23][CH2:24][C:25]([OH:27])=[O:26])[CH2:17][CH2:16]2)[C:8]2[CH:9]=[CH:10][C:11]([Cl:14])=[CH:12][CH:13]=2)=[CH:5][CH:6]=1. The catalyst class is: 6. (3) Reactant: [CH2:1]([O:3][C:4]1[CH:5]=[C:6]([C:13]([O:21]C)(OC)[CH2:14][CH2:15][C:16]([O-:18])=O)[CH:7]=[CH:8][C:9]=1[O:10][CH2:11][CH3:12])[CH3:2].[K+].ClC1C=C(Cl)C=C(Cl)C=1C(Cl)=O.[NH2:36][C:37]1[S:41][C:40]([C:42]([O:44][CH2:45][CH3:46])=[O:43])=[C:39]([C:47]2[CH:52]=[CH:51][CH:50]=[CH:49][CH:48]=2)[CH:38]=1.Cl. Product: [CH2:1]([O:3][C:4]1[CH:5]=[C:6]([C:13](=[O:21])[CH2:14][CH2:15][C:16]([NH:36][C:37]2[S:41][C:40]([C:42]([O:44][CH2:45][CH3:46])=[O:43])=[C:39]([C:47]3[CH:52]=[CH:51][CH:50]=[CH:49][CH:48]=3)[CH:38]=2)=[O:18])[CH:7]=[CH:8][C:9]=1[O:10][CH2:11][CH3:12])[CH3:2]. The catalyst class is: 531. (4) Reactant: COC1C=CC(C[O:8][C:9]2[CH:10]=[C:11]3[C:16](=[CH:17][C:18]=2[O:19][CH3:20])[N:15]=[N:14][CH:13]=[C:12]3[C:21]2[CH:22]=[C:23]([CH3:37])[C:24]([N:27]3[CH2:32][CH2:31][CH:30]([C:33]([OH:36])([CH3:35])[CH3:34])[CH2:29][CH2:28]3)=[N:25][CH:26]=2)=CC=1.O.C(C1C(=O)C(Cl)=C(Cl)C(=O)C=1C#N)#N. Product: [OH:36][C:33]([CH:30]1[CH2:31][CH2:32][N:27]([C:24]2[N:25]=[CH:26][C:21]([C:12]3[C:11]4[C:16](=[CH:17][C:18]([O:19][CH3:20])=[C:9]([OH:8])[CH:10]=4)[N:15]=[N:14][CH:13]=3)=[CH:22][C:23]=2[CH3:37])[CH2:28][CH2:29]1)([CH3:34])[CH3:35]. The catalyst class is: 2. (5) Reactant: Cl[C:2]1[C:11]2[C:6](=[CH:7][C:8]([O:14][CH2:15][CH2:16][CH2:17][N:18]3[CH2:22][CH2:21][CH2:20][CH2:19]3)=[C:9]([O:12][CH3:13])[CH:10]=2)[N:5]=[CH:4][N:3]=1.[OH:23][C:24]1[CH:33]=[C:32]2[C:27]([CH:28]=[CH:29][C:30]([CH3:34])=[N:31]2)=[CH:26][CH:25]=1.C(=O)([O-])[O-].[K+].[K+]. Product: [CH3:13][O:12][C:9]1[CH:10]=[C:11]2[C:6](=[CH:7][C:8]=1[O:14][CH2:15][CH2:16][CH2:17][N:18]1[CH2:22][CH2:21][CH2:20][CH2:19]1)[N:5]=[CH:4][N:3]=[C:2]2[O:23][C:24]1[CH:33]=[C:32]2[C:27]([CH:28]=[CH:29][C:30]([CH3:34])=[N:31]2)=[CH:26][CH:25]=1. The catalyst class is: 3.